This data is from Full USPTO retrosynthesis dataset with 1.9M reactions from patents (1976-2016). The task is: Predict the reactants needed to synthesize the given product. Given the product [NH2:10][C:11]1([CH2:15][O:16][C:17]2[CH:22]=[CH:21][C:20]([C:23]3[CH:24]=[CH:25][C:26]4[N:27]([C:29]([C:32]5[CH:37]=[C:36]([C:38]([F:39])([F:40])[F:41])[C:35]([NH2:42])=[N:34][CH:33]=5)=[CH:30][N:31]=4)[N:28]=3)=[CH:19][CH:18]=2)[CH2:14][O:13][CH2:12]1, predict the reactants needed to synthesize it. The reactants are: C(OC(=O)[NH:10][C:11]1([CH2:15][O:16][C:17]2[CH:22]=[CH:21][C:20]([C:23]3[CH:24]=[CH:25][C:26]4[N:27]([C:29]([C:32]5[CH:33]=[N:34][C:35]([NH2:42])=[C:36]([C:38]([F:41])([F:40])[F:39])[CH:37]=5)=[CH:30][N:31]=4)[N:28]=3)=[CH:19][CH:18]=2)[CH2:14][O:13][CH2:12]1)C1C=CC=CC=1.